From a dataset of Reaction yield outcomes from USPTO patents with 853,638 reactions. Predict the reaction yield, written as a fraction of the theoretical maximum amount of product (1.0 means a 100% yield; for example, 0.34 means a 34% yield). (1) The reactants are [C:1]([O:4][C@H:5]1[C@H:11]([O:12][C:13](=[O:15])[CH3:14])[C@@H:10]([O:16][C:17](=[O:19])[CH3:18])[C@:9]2([C:21]3[CH:26]=[CH:25][C:24]([Cl:27])=[C:23]([CH2:28][C:29]4[CH:34]=[CH:33][C:32]([OH:35])=[CH:31][CH:30]=4)[CH:22]=3)[O:20][C@@:6]1([CH2:36][O:37][C:38](=[O:40])[CH3:39])[CH2:7][O:8]2)(=[O:3])[CH3:2].Br[CH2:42][CH:43]([O:45][Si:46]([C:49]([CH3:52])([CH3:51])[CH3:50])([CH3:48])[CH3:47])[CH3:44].C(=O)([O-])[O-].[Cs+].[Cs+]. The catalyst is CN(C=O)C.C(OC(=O)C)C. The product is [C:1]([O:4][C@H:5]1[C@H:11]([O:12][C:13](=[O:15])[CH3:14])[C@@H:10]([O:16][C:17](=[O:19])[CH3:18])[C@:9]2([C:21]3[CH:26]=[CH:25][C:24]([Cl:27])=[C:23]([CH2:28][C:29]4[CH:30]=[CH:31][C:32]([O:35][CH2:44][CH:43]([O:45][Si:46]([C:49]([CH3:51])([CH3:50])[CH3:52])([CH3:47])[CH3:48])[CH3:42])=[CH:33][CH:34]=4)[CH:22]=3)[O:20][C@@:6]1([CH2:36][O:37][C:38](=[O:40])[CH3:39])[CH2:7][O:8]2)(=[O:3])[CH3:2]. The yield is 0.538. (2) The reactants are Br[C:2]1[CH:3]=[C:4]([NH:10][C:11]2[S:12][C:13]3[CH2:14][N:15]([CH3:20])[CH2:16][CH2:17][C:18]=3[N:19]=2)[C:5](=[O:9])[N:6]([CH3:8])[CH:7]=1.[B:21]1([B:21]2[O:25][C:24]([CH3:27])([CH3:26])[C:23]([CH3:29])([CH3:28])[O:22]2)[O:25][C:24]([CH3:27])([CH3:26])[C:23]([CH3:29])([CH3:28])[O:22]1.CC(C1C=C(C(C)C)C(C2C=CC=CC=2P(C2CCCCC2)C2CCCCC2)=C(C(C)C)C=1)C.C([O-])(=O)C.[K+]. The catalyst is O1CCOCC1.C1C=CC(/C=C/C(/C=C/C2C=CC=CC=2)=O)=CC=1.C1C=CC(/C=C/C(/C=C/C2C=CC=CC=2)=O)=CC=1.C1C=CC(/C=C/C(/C=C/C2C=CC=CC=2)=O)=CC=1.[Pd].[Pd]. The product is [CH3:8][N:6]1[CH:7]=[C:2]([B:21]2[O:25][C:24]([CH3:27])([CH3:26])[C:23]([CH3:29])([CH3:28])[O:22]2)[CH:3]=[C:4]([NH:10][C:11]2[S:12][C:13]3[CH2:14][N:15]([CH3:20])[CH2:16][CH2:17][C:18]=3[N:19]=2)[C:5]1=[O:9]. The yield is 0.860. (3) The reactants are [F:1][C:2]1[CH:7]=[CH:6][C:5]([N:8]=[C:9]=[O:10])=[CH:4][CH:3]=1.[NH:11]([C:18]1[N:19]([C:31]2[CH:36]=[CH:35][CH:34]=[CH:33][CH:32]=2)[C:20]2[C:25]([C:26](=[O:28])[CH:27]=1)=[C:24]([CH3:29])[CH:23]=[C:22]([Cl:30])[N:21]=2)[C:12]1[CH:17]=[CH:16][CH:15]=[CH:14][CH:13]=1. The catalyst is C(Cl)Cl. The product is [Cl:30][C:22]1[N:21]=[C:20]2[C:25]([C:26](=[O:28])[CH:27]=[C:18]([N:11]([C:12]3[CH:13]=[CH:14][CH:15]=[CH:16][CH:17]=3)[C:9]([NH:8][C:5]3[CH:6]=[CH:7][C:2]([F:1])=[CH:3][CH:4]=3)=[O:10])[N:19]2[C:31]2[CH:32]=[CH:33][CH:34]=[CH:35][CH:36]=2)=[C:24]([CH3:29])[CH:23]=1. The yield is 0.0160. (4) The reactants are [CH3:1][N:2]1[CH2:7][CH2:6][CH2:5][CH2:4][CH:3]1[CH2:8][OH:9].O[C:11]1[CH:12]=[C:13]2[C:18](=[CH:19][CH:20]=1)[CH:17]=[C:16]([C:21]1[C:29]3[C:24](=[CH:25][CH:26]=[C:27]([C:30]#[N:31])[CH:28]=3)[N:23]([CH:32]3[CH2:37][CH2:36][CH2:35][CH2:34][O:33]3)[N:22]=1)[CH:15]=[CH:14]2.N(C(OC(C)C)=O)=NC(OC(C)C)=O.C1(P(C2C=CC=CC=2)C2C=CC=CC=2)C=CC=CC=1. The catalyst is C1COCC1. The product is [CH3:1][N:2]1[CH2:7][CH2:6][CH2:5][CH2:4][CH:3]1[CH2:8][O:9][C:11]1[CH:12]=[C:13]2[C:18](=[CH:19][CH:20]=1)[CH:17]=[C:16]([C:21]1[C:29]3[C:24](=[CH:25][CH:26]=[C:27]([C:30]#[N:31])[CH:28]=3)[N:23]([CH:32]3[CH2:37][CH2:36][CH2:35][CH2:34][O:33]3)[N:22]=1)[CH:15]=[CH:14]2. The yield is 0.440. (5) The reactants are [F:1][C:2]([F:33])([F:32])[C:3]1[CH:4]=[C:5]([CH:25]=[C:26]([C:28]([F:31])([F:30])[F:29])[CH:27]=1)[CH2:6][N:7]([CH3:24])[C:8](=[O:23])[C:9]1[C:14]([C:15]2[CH:20]=[CH:19][CH:18]=[CH:17][C:16]=2[CH3:21])=[CH:13][C:12](Cl)=[N:11][CH:10]=1.[CH2:34]([CH2:36][NH2:37])[OH:35]. No catalyst specified. The product is [F:1][C:2]([F:33])([F:32])[C:3]1[CH:4]=[C:5]([CH:25]=[C:26]([C:28]([F:31])([F:30])[F:29])[CH:27]=1)[CH2:6][N:7]([CH3:24])[C:8](=[O:23])[C:9]1[C:14]([C:15]2[CH:20]=[CH:19][CH:18]=[CH:17][C:16]=2[CH3:21])=[CH:13][C:12]([NH:37][CH2:36][CH2:34][OH:35])=[N:11][CH:10]=1. The yield is 0.739. (6) The reactants are N[C:2]1[CH:10]=[CH:9][C:5]([C:6]([OH:8])=[O:7])=[C:4]([O:11][CH2:12][CH3:13])[CH:3]=1.N([O-])=O.[Na+].C(=O)(O)[O-].[Na+].[Cu][C:24]#[N:25].[C-]#N.[Na+]. The catalyst is Cl.O.C1C=CC=CC=1.[Cu]Cl. The product is [C:24]([C:2]1[CH:10]=[CH:9][C:5]([C:6]([OH:8])=[O:7])=[C:4]([O:11][CH2:12][CH3:13])[CH:3]=1)#[N:25]. The yield is 0.530.